From a dataset of Reaction yield outcomes from USPTO patents with 853,638 reactions. Predict the reaction yield, written as a fraction of the theoretical maximum amount of product (1.0 means a 100% yield; for example, 0.34 means a 34% yield). (1) The reactants are [F:1][C:2]([F:19])([F:18])[C:3]([NH:5][CH2:6][CH2:7][C:8]1[CH:13]=[CH:12][C:11]([C:14]([F:17])([F:16])[F:15])=[CH:10][CH:9]=1)=[O:4].[CH2:20]=O.S(=O)(=O)(O)O. The catalyst is C(O)(=O)C. The product is [F:1][C:2]([F:18])([F:19])[C:3]([N:5]1[CH2:6][CH2:7][C:8]2[C:13](=[CH:12][C:11]([C:14]([F:17])([F:16])[F:15])=[CH:10][CH:9]=2)[CH2:20]1)=[O:4]. The yield is 0.830. (2) The reactants are C([CH:9]([O:16][C:17]([NH:19][CH2:20][C:21]1([CH2:27][C:28]([O:30][CH2:31][CH2:32][C:33]#[N:34])=[O:29])[CH2:26][CH2:25][CH2:24][CH2:23][CH2:22]1)=[O:18])[C:10]1[CH:15]=[CH:14][CH:13]=[CH:12][CH:11]=1)(=O)C1C=CC=CC=1.[CH:35]1[CH:40]=[C:39](Cl)[CH:38]=[C:37]([C:42]([O:44]O)=[O:43])[CH:36]=1.C([O-])([O-])=O.[Na+].[Na+]. The catalyst is C(Cl)Cl. The product is [C:42]([O:44][CH:9]([O:16][C:17]([NH:19][CH2:20][C:21]1([CH2:27][C:28]([O:30][CH2:31][CH2:32][C:33]#[N:34])=[O:29])[CH2:22][CH2:23][CH2:24][CH2:25][CH2:26]1)=[O:18])[C:10]1[CH:15]=[CH:14][CH:13]=[CH:12][CH:11]=1)(=[O:43])[C:37]1[CH:38]=[CH:39][CH:40]=[CH:35][CH:36]=1. The yield is 0.750. (3) The product is [CH3:1][S:2]([C:5]1[CH:6]=[CH:7][C:8]([CH2:9][NH:10][C:11]([C:13]2[C:18](=[O:19])[N:17]([C:20]3[CH:25]=[CH:24][CH:23]=[C:22]([C:26]([F:27])([F:28])[F:29])[CH:21]=3)[C:16]([CH3:30])=[C:15]([C:31]([N:57]=[N+:58]=[N-:59])=[O:33])[CH:14]=2)=[O:12])=[CH:34][CH:35]=1)(=[O:4])=[O:3]. The yield is 0.210. The reactants are [CH3:1][S:2]([C:5]1[CH:35]=[CH:34][C:8]([CH2:9][NH:10][C:11]([C:13]2[C:18](=[O:19])[N:17]([C:20]3[CH:25]=[CH:24][CH:23]=[C:22]([C:26]([F:29])([F:28])[F:27])[CH:21]=3)[C:16]([CH3:30])=[C:15]([C:31]([OH:33])=O)[CH:14]=2)=[O:12])=[CH:7][CH:6]=1)(=[O:4])=[O:3].C(N(CC)CC)C.C1(P([N:57]=[N+:58]=[N-:59])(C2C=CC=CC=2)=O)C=CC=CC=1. The catalyst is C(Cl)Cl.